Dataset: Forward reaction prediction with 1.9M reactions from USPTO patents (1976-2016). Task: Predict the product of the given reaction. Given the reactants CO[C:3]([C:5]1[N:6]=[C:7]([C:25]#[N:26])[C:8]2[C:13]([C:14]=1[OH:15])=[CH:12][CH:11]=[C:10]([O:16][C:17]1[CH:22]=[CH:21][C:20]([O:23][CH3:24])=[CH:19][CH:18]=1)[CH:9]=2)=[O:4].[NH2:27][C:28]([CH3:34])([CH3:33])[CH2:29][C:30]([OH:32])=[O:31].C[O-].[Na+].Cl, predict the reaction product. The product is: [C:25]([C:7]1[C:8]2[C:13](=[CH:12][CH:11]=[C:10]([O:16][C:17]3[CH:18]=[CH:19][C:20]([O:23][CH3:24])=[CH:21][CH:22]=3)[CH:9]=2)[C:14]([OH:15])=[C:5]([C:3]([NH:27][C:28]([CH3:34])([CH3:33])[CH2:29][C:30]([OH:32])=[O:31])=[O:4])[N:6]=1)#[N:26].